From a dataset of Full USPTO retrosynthesis dataset with 1.9M reactions from patents (1976-2016). Predict the reactants needed to synthesize the given product. (1) Given the product [N:4]12[CH2:9][CH2:8][C:7]([C:10]([O:12][CH2:13][CH3:14])=[O:11])([CH2:6][CH2:5]1)[CH2:2][CH2:3]2, predict the reactants needed to synthesize it. The reactants are: Cl[CH2:2][CH2:3][N:4]1[CH2:9][CH2:8][CH:7]([C:10]([O:12][CH2:13][CH3:14])=[O:11])[CH2:6][CH2:5]1.[Li+].CC([N-]C(C)C)C. (2) Given the product [C:14]([C:13]1[C:2]([NH:1][C:48]([C:18]2[C:19](=[O:23])[C:20]3[C:47](=[CH:46][CH:45]=[CH:22][CH:21]=3)[NH:42][CH:43]=2)=[O:49])=[CH:3][C:4]2[O:8][C:7](=[O:9])[C:6]([CH3:11])([CH3:10])[C:5]=2[CH:12]=1)([CH3:17])([CH3:16])[CH3:15], predict the reactants needed to synthesize it. The reactants are: [NH2:1][C:2]1[C:13]([C:14]([CH3:17])([CH3:16])[CH3:15])=[CH:12][C:5]2[C:6]([CH3:11])([CH3:10])[C:7](=[O:9])[O:8][C:4]=2[CH:3]=1.[CH3:18][CH:19]1[O:23][CH2:22][CH2:21][CH2:20]1.C(P1(=O)OP(CCC)(=O)OP(CCC)(=O)O1)CC.[N:42]1[CH:47]=[CH:46][CH:45]=C[CH:43]=1.[C:48](=O)(OC)[O:49]C1C=C([N+]([O-])=O)C(C(C)(C)C)=CC=1Br. (3) Given the product [CH3:14][C:11]1[CH:10]=[CH:9][C:8]([C:6]2[CH:7]=[C:2]([O:1][CH2:43][CH:39]3[CH2:40][CH2:41][CH2:42][O:38]3)[CH:3]=[C:4]([C:15]([O:17][CH3:18])=[O:16])[CH:5]=2)=[CH:13][CH:12]=1, predict the reactants needed to synthesize it. The reactants are: [OH:1][C:2]1[CH:3]=[C:4]([C:15]([O:17][CH3:18])=[O:16])[CH:5]=[C:6]([C:8]2[CH:13]=[CH:12][C:11]([CH3:14])=[CH:10][CH:9]=2)[CH:7]=1.C1(P(C2C=CC=CC=2)C2C=CC=CC=2)C=CC=CC=1.[O:38]1[CH2:42][CH2:41][CH2:40][CH:39]1[CH2:43]O.N(C(OC(C)C)=O)=NC(OC(C)C)=O. (4) Given the product [CH2:1]([NH:8][CH:9]1[CH2:14][CH2:13][N:12]([CH2:27][CH2:28][CH2:29][O:30][C:31]2[CH:32]=[CH:33][C:34]([F:37])=[CH:35][CH:36]=2)[CH2:11][C:10]1([F:16])[F:15])[C:2]1[CH:3]=[CH:4][CH:5]=[CH:6][CH:7]=1, predict the reactants needed to synthesize it. The reactants are: [CH2:1]([NH:8][CH:9]1[CH2:14][CH2:13][NH:12][CH2:11][C:10]1([F:16])[F:15])[C:2]1[CH:7]=[CH:6][CH:5]=[CH:4][CH:3]=1.[I-].[Na+].C(N(CC)CC)C.Cl[CH2:27][CH2:28][CH2:29][O:30][C:31]1[CH:36]=[CH:35][C:34]([F:37])=[CH:33][CH:32]=1. (5) The reactants are: [C:1]([CH:3]1[CH2:8][CH2:7][N:6]([C:9]([N:11]2[CH2:16][CH:15]([C:17]3[CH:22]=[CH:21][C:20]([C:23]([F:26])([F:25])[F:24])=[CH:19][CH:18]=3)[CH2:14][CH:13]([C:27](O)=[O:28])[CH2:12]2)=[O:10])[CH2:5][CH2:4]1)#[N:2].O[NH:31][C:32](=[NH:40])[CH2:33][C:34]1[CH:39]=[CH:38][CH:37]=[CH:36][CH:35]=1. Given the product [CH2:33]([C:32]1[N:40]=[C:27]([CH:13]2[CH2:14][CH:15]([C:17]3[CH:22]=[CH:21][C:20]([C:23]([F:26])([F:24])[F:25])=[CH:19][CH:18]=3)[CH2:16][N:11]([C:9]([N:6]3[CH2:7][CH2:8][CH:3]([C:1]#[N:2])[CH2:4][CH2:5]3)=[O:10])[CH2:12]2)[O:28][N:31]=1)[C:34]1[CH:39]=[CH:38][CH:37]=[CH:36][CH:35]=1, predict the reactants needed to synthesize it. (6) Given the product [CH3:8][C@@H:9]1[CH2:13][CH2:12][CH2:11][N:10]1[CH2:14][CH2:15][C:16]1[CH:17]=[CH:18][C:19]([C:22]2[CH:27]=[CH:26][C:25]([CH2:28][CH2:29][C:30]([NH:32][C@@H:33]([CH3:41])[C:34]([OH:36])=[O:35])=[O:31])=[CH:24][CH:23]=2)=[CH:20][CH:21]=1, predict the reactants needed to synthesize it. The reactants are: FC(F)(F)C(O)=O.[CH3:8][C@@H:9]1[CH2:13][CH2:12][CH2:11][N:10]1[CH2:14][CH2:15][C:16]1[CH:21]=[CH:20][C:19]([C:22]2[CH:27]=[CH:26][C:25]([CH2:28][CH2:29][C:30]([NH:32][C@@H:33]([CH3:41])[C:34]([O:36]C(C)(C)C)=[O:35])=[O:31])=[CH:24][CH:23]=2)=[CH:18][CH:17]=1.Cl.O1CCOCC1. (7) The reactants are: [Cl:1][C:2]1[C:11]2[C:6](=[CH:7][C:8]([OH:14])=[C:9]([O:12][CH3:13])[CH:10]=2)[N:5]=[CH:4][N:3]=1.[CH3:15][N:16]([CH3:21])[CH2:17][CH2:18][CH2:19]O. Given the product [Cl:1][C:2]1[C:11]2[C:6](=[CH:7][C:8]([O:14][CH2:19][CH2:18][CH2:17][N:16]([CH3:21])[CH3:15])=[C:9]([O:12][CH3:13])[CH:10]=2)[N:5]=[CH:4][N:3]=1, predict the reactants needed to synthesize it.